Dataset: Full USPTO retrosynthesis dataset with 1.9M reactions from patents (1976-2016). Task: Predict the reactants needed to synthesize the given product. (1) Given the product [CH2:1]([NH:8][S:10]([C:13]1[CH:14]=[CH:15][C:16]([CH2:19][C:20]([OH:22])=[O:21])=[CH:17][CH:18]=1)(=[O:12])=[O:11])[C:2]1[CH:7]=[CH:6][CH:5]=[CH:4][CH:3]=1, predict the reactants needed to synthesize it. The reactants are: [CH2:1]([NH2:8])[C:2]1[CH:7]=[CH:6][CH:5]=[CH:4][CH:3]=1.Cl[S:10]([C:13]1[CH:18]=[CH:17][C:16]([CH2:19][C:20]([OH:22])=[O:21])=[CH:15][CH:14]=1)(=[O:12])=[O:11]. (2) Given the product [Br:1][C:2]1[CH:8]=[C:7]([Br:9])[CH:6]=[C:4]2[C:3]=1[CH:18]=[CH:13][CH:14]=[N:5]2, predict the reactants needed to synthesize it. The reactants are: [Br:1][C:2]1[CH:3]=[C:4]([CH:6]=[C:7]([Br:9])[CH:8]=1)[NH2:5].[N+]([C:13]1[CH:14]=C(S([O-])(=O)=O)C=C[CH:18]=1)([O-])=O.[Na+].CS(O)(=O)=O.[Al].OCC(CO)O.[OH-].[Na+]. (3) Given the product [CH3:1][O:2][CH2:3][O:4][C:5]1[CH:10]=[C:9]([C:11]([F:14])([F:13])[F:12])[CH:8]=[CH:7][C:6]=1[N:15]([S:19]([CH2:22][CH:28]([OH:33])[CH2:29][CH2:30][CH2:31][CH3:32])(=[O:21])=[O:20])[CH:16]([CH3:18])[CH3:17], predict the reactants needed to synthesize it. The reactants are: [CH3:1][O:2][CH2:3][O:4][C:5]1[CH:10]=[C:9]([C:11]([F:14])([F:13])[F:12])[CH:8]=[CH:7][C:6]=1[N:15]([S:19]([CH3:22])(=[O:21])=[O:20])[CH:16]([CH3:18])[CH3:17].C([Li])CCC.[CH:28](=[O:33])[CH2:29][CH2:30][CH2:31][CH3:32].O. (4) Given the product [CH2:1]([O:35][C:28]([C:29]1[CH:34]=[CH:33][CH:32]=[CH:31][CH:30]=1)([C:36]1[CH:41]=[CH:40][CH:39]=[CH:38][CH:37]=1)[C:29]1[CH:34]=[CH:33][CH:32]=[CH:31][CH:30]=1)[CH2:2][CH2:3][CH2:4][CH2:5][CH2:6][CH2:7][CH2:8][CH2:9][CH2:10][CH2:11][CH2:12][CH2:13][CH2:14][CH2:15][CH2:16][CH2:17][CH3:18], predict the reactants needed to synthesize it. The reactants are: [CH2:1](OC1C=CC=CC=1Br)[CH2:2][CH2:3][CH2:4][CH2:5][CH2:6][CH2:7][CH2:8][CH2:9][CH2:10][CH2:11][CH2:12][CH2:13][CH2:14][CH2:15][CH2:16][CH2:17][CH3:18].[Mg].[C:28]([C:36]1[CH:41]=[CH:40][CH:39]=[CH:38][CH:37]=1)(=[O:35])[C:29]1[CH:34]=[CH:33][CH:32]=[CH:31][CH:30]=1.Cl. (5) Given the product [F:1][C:2]([F:8])([F:7])[CH2:3][C:4]1[S:21][C:28]([NH2:29])=[N:27][CH:5]=1, predict the reactants needed to synthesize it. The reactants are: [F:1][C:2]([F:8])([F:7])[CH2:3][CH2:4][CH:5]=O.N1CCCC1.O.C1(C)C=CC([S:21](O)(=O)=O)=CC=1.[S].[N:27]#[C:28][NH2:29].